Predict the product of the given reaction. From a dataset of Forward reaction prediction with 1.9M reactions from USPTO patents (1976-2016). (1) Given the reactants [Cl-].[Al+3].[Cl-].[Cl-].O1[CH:9]=[CH:8][CH:7]=[C:6]1[C:10]([OH:12])=[O:11].C1(C)C=CC=CC=1.[F:20][C:21]1[CH:26]=[CH:25][CH:24]=[CH:23][CH:22]=1, predict the reaction product. The product is: [F:20][C:21]1[CH:22]=[C:23]2[C:24](=[CH:25][CH:26]=1)[C:6]([C:10]([OH:12])=[O:11])=[CH:7][CH:8]=[CH:9]2. (2) Given the reactants [CH2:1]([N:5]1[C:10]([N:11]([C:15]2[CH:20]=[C:19]([CH3:21])[CH:18]=[C:17]([CH3:22])[CH:16]=2)C(=O)C)=[C:9]([CH2:23][CH3:24])[C:8](=[O:25])[NH:7][C:6]1=[O:26])[CH:2]=[CH:3][CH3:4].C[O-].[Na+], predict the reaction product. The product is: [CH2:1]([N:5]1[C:10]([NH:11][C:15]2[CH:16]=[C:17]([CH3:22])[CH:18]=[C:19]([CH3:21])[CH:20]=2)=[C:9]([CH2:23][CH3:24])[C:8](=[O:25])[NH:7][C:6]1=[O:26])[CH:2]=[CH:3][CH3:4]. (3) Given the reactants [O:1]1[C:6]2[CH:7]=[CH:8][C:9]([CH2:11][N:12]([CH:20]3[CH2:25][CH2:24][N:23]([CH2:26][CH2:27][N:28]4[C:37]5[C:32](=[C:33]([O:38]CC6C=CC=CC=6)[CH:34]=[CH:35][CH:36]=5)[CH:31]=[CH:30][C:29]4=[O:46])[CH2:22][CH2:21]3)[C:13](=[O:19])[O:14][C:15]([CH3:18])([CH3:17])[CH3:16])=[CH:10][C:5]=2[O:4][CH2:3][CH2:2]1, predict the reaction product. The product is: [O:1]1[C:6]2[CH:7]=[CH:8][C:9]([CH2:11][N:12]([CH:20]3[CH2:25][CH2:24][N:23]([CH2:26][CH2:27][N:28]4[C:37]5[C:32](=[C:33]([OH:38])[CH:34]=[CH:35][CH:36]=5)[CH:31]=[CH:30][C:29]4=[O:46])[CH2:22][CH2:21]3)[C:13](=[O:19])[O:14][C:15]([CH3:18])([CH3:17])[CH3:16])=[CH:10][C:5]=2[O:4][CH2:3][CH2:2]1. (4) The product is: [CH3:35][O:36][CH2:37][CH2:38][NH:39][CH2:25][CH2:24][C:22]1[CH:21]=[CH:20][N:19]2[C:15]([C:13]([NH:12][C:10]3[CH:9]=[CH:8][CH:7]=[C:6]4[C:11]=3[C:3]([CH3:1])=[N:4][N:5]4[CH2:27][C:28]3[CH:33]=[CH:32][CH:31]=[C:30]([CH3:34])[N:29]=3)=[O:14])=[CH:16][N:17]=[C:18]2[CH:23]=1. Given the reactants [CH2:1]([C:3]1[C:11]2[C:6](=[CH:7][CH:8]=[CH:9][C:10]=2[NH:12][C:13]([C:15]2[N:19]3[CH:20]=[CH:21][C:22]([CH2:24][CH:25]=O)=[CH:23][C:18]3=[N:17][CH:16]=2)=[O:14])[N:5]([CH2:27][C:28]2[CH:33]=[CH:32][CH:31]=[C:30]([CH3:34])[N:29]=2)[N:4]=1)C.[CH3:35][O:36][CH2:37][CH2:38][NH2:39], predict the reaction product. (5) Given the reactants [N+:1]([C:4]1[CH:5]=[C:6]2[C:10](=[CH:11][CH:12]=1)[NH:9][CH:8]=[CH:7]2)([O-:3])=[O:2].[CH3:13][C:14]1([CH3:22])[O:21][C:19](=[O:20])[CH2:18][C:16](=[O:17])[O:15]1.[CH2:23]=O, predict the reaction product. The product is: [N+:1]([C:4]1[CH:5]=[C:6]2[C:10](=[CH:11][CH:12]=1)[NH:9][CH:8]=[C:7]2[CH2:23][CH:18]1[C:19](=[O:20])[O:21][C:14]([CH3:22])([CH3:13])[O:15][C:16]1=[O:17])([O-:3])=[O:2].